Task: Predict the reactants needed to synthesize the given product.. Dataset: Full USPTO retrosynthesis dataset with 1.9M reactions from patents (1976-2016) (1) Given the product [Br:3][C:4]1[CH:9]=[CH:8][C:7]([CH2:10][CH2:11][O:12][CH2:14][CH:15]2[CH2:17][CH2:16]2)=[CH:6][CH:5]=1, predict the reactants needed to synthesize it. The reactants are: [H-].[Na+].[Br:3][C:4]1[CH:9]=[CH:8][C:7]([CH2:10][CH2:11][OH:12])=[CH:6][CH:5]=1.Br[CH2:14][CH:15]1[CH2:17][CH2:16]1. (2) Given the product [CH:45]1([C:49]2[CH:54]=[CH:53][C:52]([CH2:55][O:56][CH3:57])=[CH:51][C:50]=2[CH2:58][NH:59][C:8]([NH:7][C:6]2[N:5]([C:17]3[CH:22]=[CH:21][CH:20]=[CH:19][CH:18]=3)[N:4]=[C:3]([C:23]3[CH:28]=[CH:27][C:26](=[O:29])[N:25]([CH3:30])[CH:24]=3)[C:2]=2[CH3:1])=[O:16])[CH2:46][CH2:47][CH2:48]1, predict the reactants needed to synthesize it. The reactants are: [CH3:1][C:2]1[C:3]([C:23]2[CH:28]=[CH:27][C:26](=[O:29])[N:25]([CH3:30])[CH:24]=2)=[N:4][N:5]([C:17]2[CH:22]=[CH:21][CH:20]=[CH:19][CH:18]=2)[C:6]=1[NH:7][C:8](=[O:16])OC1C=CC=CC=1.C1(C2C=CC(COC)=CC=2CN)CC1.[CH:45]1([C:49]2[CH:54]=[CH:53][C:52]([CH2:55][O:56][CH3:57])=[CH:51][C:50]=2[CH2:58][NH2:59])[CH2:48][CH2:47][CH2:46]1. (3) Given the product [N+:1]([C:4]1[C:5]2[N:11]=[CH:12][NH:10][C:6]=2[CH:7]=[CH:8][CH:9]=1)([O-:3])=[O:2], predict the reactants needed to synthesize it. The reactants are: [N+:1]([C:4]1[CH:9]=[CH:8][CH:7]=[C:6]([NH2:10])[C:5]=1[NH2:11])([O-:3])=[O:2].[CH:12](O)=O. (4) Given the product [N+:15]([C:3]1[CH:4]=[N:5][N:6]([CH2:7][O:8][CH2:9][CH2:10][Si:11]([CH3:14])([CH3:13])[CH3:12])[C:2]=1[N:18]1[CH2:24][CH:23]([OH:25])[CH2:22][NH:21][CH2:20][CH2:19]1)([O-:17])=[O:16], predict the reactants needed to synthesize it. The reactants are: Cl[C:2]1[N:6]([CH2:7][O:8][CH2:9][CH2:10][Si:11]([CH3:14])([CH3:13])[CH3:12])[N:5]=[CH:4][C:3]=1[N+:15]([O-:17])=[O:16].[NH:18]1[CH2:24][CH:23]([OH:25])[CH2:22][NH:21][CH2:20][CH2:19]1.CCN(C(C)C)C(C)C. (5) Given the product [F:6][C:7]1[CH:12]=[CH:11][C:10]([C@@H:13]2[CH2:21][CH2:20][CH2:19][C@H:18]3[N:14]2[C:15](=[O:22])[CH:16]([I:31])[CH2:17]3)=[CH:9][CH:8]=1, predict the reactants needed to synthesize it. The reactants are: I[Si](C)(C)C.[F:6][C:7]1[CH:12]=[CH:11][C:10]([C@H:13]2[CH2:21][CH2:20][CH2:19][C@@H:18]3[N:14]2[C:15](=[O:22])[CH2:16][CH2:17]3)=[CH:9][CH:8]=1.CN(C)CCN(C)C.[I:31]I.S([O-])([O-])(=O)=S.[Na+].[Na+].